From a dataset of Full USPTO retrosynthesis dataset with 1.9M reactions from patents (1976-2016). Predict the reactants needed to synthesize the given product. (1) The reactants are: Cl.[CH:2]1([NH:8][C:9]2[C:10]3[CH:27]=[N:26][N:25]([CH2:28][CH3:29])[C:11]=3[N:12]=[CH:13][C:14]=2[C:15]2[CH2:19][C:18]3([CH2:24][CH2:23][NH:22][CH2:21][CH2:20]3)[O:17][N:16]=2)[CH2:7][CH2:6][CH2:5][CH2:4][CH2:3]1.C(=O)([O-])[O-].[K+].[K+].[CH3:36]Cl.[CH2:38]1[CH2:40][CH2:39]1.O. Given the product [CH:2]1([NH:8][C:9]2[C:10]3[CH:27]=[N:26][N:25]([CH2:28][CH3:29])[C:11]=3[N:12]=[CH:13][C:14]=2[C:15]2[CH2:19][C:18]3([CH2:24][CH2:23][N:22]([CH2:36][CH:38]4[CH2:40][CH2:39]4)[CH2:21][CH2:20]3)[O:17][N:16]=2)[CH2:3][CH2:4][CH2:5][CH2:6][CH2:7]1, predict the reactants needed to synthesize it. (2) The reactants are: N1C=CC=CC=1.[C:7](Cl)(=O)[O:8]C1C=CC([N+]([O-])=O)=CC=1.[NH2:20][C:21]1[CH:26]=[C:25]([C:27]([CH3:30])([CH3:29])[CH3:28])[CH:24]=[C:23]([N+:31]([O-:33])=[O:32])[C:22]=1[OH:34]. Given the product [C:27]([C:25]1[CH:24]=[C:23]([N+:31]([O-:33])=[O:32])[C:22]2[O:34][C:7](=[O:8])[NH:20][C:21]=2[CH:26]=1)([CH3:28])([CH3:29])[CH3:30], predict the reactants needed to synthesize it. (3) Given the product [CH3:20][NH:21][C:1]([C:4]1[CH:5]=[C:6]([CH:17]=[CH:18][CH:19]=1)[O:7][C:8]1[CH:13]=[CH:12][C:11]([N+:14]([O-:16])=[O:15])=[CH:10][CH:9]=1)=[O:2], predict the reactants needed to synthesize it. The reactants are: [C:1]([C:4]1[CH:5]=[C:6]([CH:17]=[CH:18][CH:19]=1)[O:7][C:8]1[CH:13]=[CH:12][C:11]([N+:14]([O-:16])=[O:15])=[CH:10][CH:9]=1)(O)=[O:2].[CH3:20][N:21]1CCOCC1.CN. (4) Given the product [Br:1][C:2]1[C:3]([O:13][CH3:14])=[C:4]([C:8]([O:11][CH3:12])=[CH:9][CH:10]=1)[C:5]([O:7][CH3:21])=[O:6], predict the reactants needed to synthesize it. The reactants are: [Br:1][C:2]1[C:3]([O:13][CH3:14])=[C:4]([C:8]([O:11][CH3:12])=[CH:9][CH:10]=1)[C:5]([OH:7])=[O:6].S(Cl)(Cl)=O.CO.[CH2:21](N(CC)CC)C.